Dataset: TCR-epitope binding with 47,182 pairs between 192 epitopes and 23,139 TCRs. Task: Binary Classification. Given a T-cell receptor sequence (or CDR3 region) and an epitope sequence, predict whether binding occurs between them. (1) The TCR CDR3 sequence is CSAWDREVVGTEAFF. The epitope is GLCTLVAML. Result: 1 (the TCR binds to the epitope). (2) The epitope is HPVGEADYFEY. The TCR CDR3 sequence is CATSGRYGEQFF. Result: 1 (the TCR binds to the epitope).